This data is from Forward reaction prediction with 1.9M reactions from USPTO patents (1976-2016). The task is: Predict the product of the given reaction. Given the reactants [CH2:1](O)[CH2:2][CH2:3][CH3:4].[NH2:6][CH:7]([C:12]1[CH:17]=[CH:16][CH:15]=[C:14]([F:18])[CH:13]=1)[CH2:8][C:9]([OH:11])=[O:10].S(=O)(=O)(O)O.[OH-].[Na+], predict the reaction product. The product is: [NH2:6][CH:7]([C:12]1[CH:17]=[CH:16][CH:15]=[C:14]([F:18])[CH:13]=1)[CH2:8][C:9]([O:11][CH2:1][CH2:2][CH2:3][CH3:4])=[O:10].